Task: Predict which catalyst facilitates the given reaction.. Dataset: Catalyst prediction with 721,799 reactions and 888 catalyst types from USPTO (1) Reactant: [CH3:1][C:2]1([CH3:21])[CH2:7][CH2:6][CH:5]([C:8]2[S:20][C:11]3[N:12]=[C:13]([CH3:19])[N:14]=[C:15]([C:16](O)=[O:17])[C:10]=3[CH:9]=2)[CH2:4][CH2:3]1.[CH3:22][C:23]1([OH:29])[CH2:28][CH2:27][NH:26][CH2:25][CH2:24]1.CN(C(ON1N=NC2C=CC=NC1=2)=[N+](C)C)C.F[P-](F)(F)(F)(F)F.CCN(C(C)C)C(C)C.[NH4+].[Cl-]. Product: [CH3:21][C:2]1([CH3:1])[CH2:7][CH2:6][CH:5]([C:8]2[S:20][C:11]3[N:12]=[C:13]([CH3:19])[N:14]=[C:15]([C:16]([N:26]4[CH2:27][CH2:28][C:23]([OH:29])([CH3:22])[CH2:24][CH2:25]4)=[O:17])[C:10]=3[CH:9]=2)[CH2:4][CH2:3]1. The catalyst class is: 37. (2) The catalyst class is: 4. Product: [CH2:49]([N:28]([CH2:26][CH3:27])[CH2:29][CH2:30][N:31]([CH2:32][C:33]1[CH:38]=[CH:37][C:36]([C:39]2[CH:40]=[CH:41][C:42]([C:45]([F:46])([F:47])[F:48])=[CH:43][CH:44]=2)=[CH:35][CH:34]=1)[C:23](=[O:25])[CH2:22][N:12]1[C:13]2[C:18](=[CH:17][CH:16]=[CH:15][CH:14]=2)[C:19](=[O:21])[CH:20]=[C:11]1[CH2:10][CH2:9][C:3]1[CH:4]=[CH:5][CH:6]=[C:7]([F:8])[C:2]=1[F:1])[CH3:50]. Reactant: [F:1][C:2]1[C:7]([F:8])=[CH:6][CH:5]=[CH:4][C:3]=1[CH2:9][CH2:10][C:11]1[N:12]([CH2:22][C:23]([OH:25])=O)[C:13]2[C:18]([C:19](=[O:21])[CH:20]=1)=[CH:17][CH:16]=[CH:15][CH:14]=2.[CH2:26]([N:28]([CH2:49][CH3:50])[CH2:29][CH2:30][NH:31][CH2:32][C:33]1[CH:38]=[CH:37][C:36]([C:39]2[CH:44]=[CH:43][C:42]([C:45]([F:48])([F:47])[F:46])=[CH:41][CH:40]=2)=[CH:35][CH:34]=1)[CH3:27].CN(C(ON1N=NC2C=CC=NC1=2)=[N+](C)C)C.F[P-](F)(F)(F)(F)F.C(NC(C)C)(C)C. (3) Reactant: [CH3:1][C:2]1[CH:3]=[CH:4][C:5]([N+:9]([O-:11])=[O:10])=[C:6]([CH:8]=1)[NH2:7].[Br:12]N1C(=O)CCC1=O.O. Product: [Br:12][C:3]1[C:2]([CH3:1])=[CH:8][C:6]([NH2:7])=[C:5]([N+:9]([O-:11])=[O:10])[CH:4]=1. The catalyst class is: 15.